Dataset: Forward reaction prediction with 1.9M reactions from USPTO patents (1976-2016). Task: Predict the product of the given reaction. (1) Given the reactants [CH:1]1([C:4]2[C:5]([O:13][CH2:14][C:15]([F:18])([F:17])[F:16])=[N:6][CH:7]=[C:8]([CH:12]=2)[C:9]([OH:11])=O)[CH2:3][CH2:2]1.CN(C(ON1N=NC2C=CC=CC1=2)=[N+](C)C)C.[B-](F)(F)(F)F.C(N(CC)C(C)C)(C)C.Cl.[F:51][C:52]1[CH:57]=[CH:56][C:55]([N:58]([CH3:60])[NH2:59])=[CH:54][CH:53]=1, predict the reaction product. The product is: [F:51][C:52]1[CH:57]=[CH:56][C:55]([N:58]([CH3:60])[NH:59][C:9](=[O:11])[C:8]2[CH:12]=[C:4]([CH:1]3[CH2:2][CH2:3]3)[C:5]([O:13][CH2:14][C:15]([F:18])([F:17])[F:16])=[N:6][CH:7]=2)=[CH:54][CH:53]=1. (2) The product is: [CH3:1][C:2]([CH3:32])([CH3:31])[CH2:3][N:4]([CH3:30])[C:5]1[C:10]([C:11]#[N:12])=[C:9]([NH:13][C:14]2[CH:19]=[C:18]([C:20]3[NH:24][CH:23]=[N:22][N:21]=3)[CH:17]=[CH:16][C:15]=2[CH3:25])[N:8]=[C:7]([NH:45][C@@H:42]2[CH2:43][CH2:44][NH:40][CH2:41]2)[N:6]=1. Given the reactants [CH3:1][C:2]([CH3:32])([CH3:31])[CH2:3][N:4]([CH3:30])[C:5]1[C:10]([C:11]#[N:12])=[C:9]([NH:13][C:14]2[CH:19]=[C:18]([C:20]3[NH:24][CH:23]=[N:22][N:21]=3)[CH:17]=[CH:16][C:15]=2[CH3:25])[N:8]=[C:7](S(C)(=O)=O)[N:6]=1.C(OC([N:40]1[CH2:44][CH2:43][C@@H:42]([NH2:45])[CH2:41]1)=O)(C)(C)C, predict the reaction product. (3) Given the reactants Br[C:2]1[CH:7]=[CH:6][C:5]([C@H:8]([O:10][Si:11]([C:14]([CH3:17])([CH3:16])[CH3:15])([CH3:13])[CH3:12])[CH3:9])=[CH:4][CH:3]=1.Cl.[F:19][C:20]([F:28])([F:27])[CH:21]1[CH2:26][CH2:25][NH:24][CH2:23][CH2:22]1, predict the reaction product. The product is: [Si:11]([O:10][C@@H:8]([C:5]1[CH:6]=[CH:7][C:2]([N:24]2[CH2:25][CH2:26][CH:21]([C:20]([F:28])([F:27])[F:19])[CH2:22][CH2:23]2)=[CH:3][CH:4]=1)[CH3:9])([C:14]([CH3:17])([CH3:16])[CH3:15])([CH3:13])[CH3:12].